Dataset: Full USPTO retrosynthesis dataset with 1.9M reactions from patents (1976-2016). Task: Predict the reactants needed to synthesize the given product. Given the product [F:19][C:14]1[CH:13]=[C:12]([CH:17]=[C:16]([F:18])[CH:15]=1)[O:11][C@H:8]1[CH2:9][CH2:10][C@H:5]([C:3]([NH:21][NH2:22])=[O:2])[CH2:6][CH2:7]1, predict the reactants needed to synthesize it. The reactants are: C[O:2][C:3]([C@H:5]1[CH2:10][CH2:9][C@H:8]([O:11][C:12]2[CH:17]=[C:16]([F:18])[CH:15]=[C:14]([F:19])[CH:13]=2)[CH2:7][CH2:6]1)=O.O.[NH2:21][NH2:22].